Dataset: Catalyst prediction with 721,799 reactions and 888 catalyst types from USPTO. Task: Predict which catalyst facilitates the given reaction. (1) Reactant: [C:1]([O:5][C@@H:6]([C:10]1[C:37]([CH3:38])=[N:36][C:35]2=[CH:39][C:32]3=[N:33][N:34]2[C:11]=1[N:12]1[CH2:43][CH2:42][C:15]([CH3:44])([O:16][CH2:17][CH2:18][CH2:19][CH2:20][C@H:21]([CH3:41])[O:22][C:23]2[CH:24]=[C:25]([F:40])[CH:26]=[CH:27][C:28]=2[CH2:29][CH:30]=[CH:31]3)[CH2:14][CH2:13]1)[C:7]([OH:9])=[O:8])([CH3:4])([CH3:3])[CH3:2]. Product: [C:1]([O:5][C@@H:6]([C:10]1[C:37]([CH3:38])=[N:36][C:35]2=[CH:39][C:32]3=[N:33][N:34]2[C:11]=1[N:12]1[CH2:13][CH2:14][C:15]([CH3:44])([O:16][CH2:17][CH2:18][CH2:19][CH2:20][C@H:21]([CH3:41])[O:22][C:23]2[CH:24]=[C:25]([F:40])[CH:26]=[CH:27][C:28]=2[CH2:29][CH2:30][CH2:31]3)[CH2:42][CH2:43]1)[C:7]([OH:9])=[O:8])([CH3:4])([CH3:2])[CH3:3]. The catalyst class is: 78. (2) Product: [CH2:1]([C:8]1[S:12][C:11]([N:25]([CH2:30][CH2:29][OH:35])[CH2:26][CH2:27][OH:24])=[N:10][C:9]=1[C:14]1[CH:19]=[CH:18][C:17]([O:20][CH3:21])=[CH:16][CH:15]=1)[C:2]1[CH:7]=[CH:6][CH:5]=[CH:4][CH:3]=1. The catalyst class is: 6. Reactant: [CH2:1]([C:8]1[S:12][C:11](Cl)=[N:10][C:9]=1[C:14]1[CH:19]=[CH:18][C:17]([O:20][CH3:21])=[CH:16][CH:15]=1)[C:2]1[CH:7]=[CH:6][CH:5]=[CH:4][CH:3]=1.O[Li].[OH2:24].[NH:25]1[CH2:30][CH2:29]N[CH2:27][CH2:26]1.CN(C=[O:35])C.